From a dataset of Retrosynthesis with 50K atom-mapped reactions and 10 reaction types from USPTO. Predict the reactants needed to synthesize the given product. Given the product Nc1ccc2[nH]c(=O)cc(CCN3CCN(c4nccc5sccc45)CC3)c2c1, predict the reactants needed to synthesize it. The reactants are: Nc1ccc2[nH]c(=O)cc(CCCl)c2c1.c1cc2sccc2c(N2CCNCC2)n1.